From a dataset of Human Reference Interactome with 51,813 positive PPI pairs across 8,248 proteins, plus equal number of experimentally-validated negative pairs. Binary Classification. Given two protein amino acid sequences, predict whether they physically interact or not. (1) Protein 2 (ENSG00000147044) has sequence MADDDVLFEDVYELCEVIGKGPFSVVRRCINRETGQQFAVKIVDVAKFTSSPGLSTEDLKREASICHMLKHPHIVELLETYSSDGMLYMVFEFMDGADLCFEIVKRADAGFVYSEAVASHYMRQILEALRYCHDNNIIHRDVKPHCVLLASKENSAPVKLGGFGVAIQLGESGLVAGGRVGTPHFMAPEVVKREPYGKPVDVWGCGVILFILLSGCLPFYGTKERLFEGIIKGKYKMNPRQWSHISESAKDLVRRMLMLDPAERITVYEALNHPWLKERDRYAYKIHLPETVEQLRKFNA.... Result: 1 (the proteins interact). Protein 1 (ENSG00000124237) has sequence MAQKPLSTAAAERMNLVGQDEIWKYRLKAESEARQNWPQNWGFLTTPFEELIKCEEDLPTPKPKIELPERFRIRPVTPVEKYIKVFPSPPVPQTTQGFIGWRSAVPGLNKCLELDDAIRSCKGAFARELCWPKQGVH*. (2) Protein 1 (ENSG00000116157) has sequence MVAATVAAAWLLLWAAACAQQEQDFYDFKAVNIRGKLVSLEKYRGSVSLVVNVASECGFTDQHYRALQQLQRDLGPHHFNVLAFPCNQFGQQEPDSNKEIESFARRTYSVSFPMFSKIAVTGTGAHPAFKYLAQTSGKEPTWNFWKYLVAPDGKVVGAWDPTVSVEEVRPQITALVRKLILLKREDL*. Protein 2 (ENSG00000189134) has sequence MPPVSRSSYSEDIVGSRRRRRSSSGSPPSPQSRCSSWDGCSRSHSRGREGLRPPWSELDVGALYPFSRSGSRGRLPRFRNYAFASSWSTSYSGYRYHRHCYAEERQSAEDYEKEESHRQRRLKERERIGELGAPEVWGPSPKFPQLDSDEHTPVEDEEEVTHQKSSSSDSNSEEHRKKKTSRSRNKKKRKNKSSKRKHRKYSDSDSNSESDTNSDSDDDKKRVKAKKKKKKKKHKTKKKKNKKTKKESSDSSCKDSEEDLSEATWMEQPNVADTMDLIGPEAPIIHTSQDEKPLKYGHAL.... Result: 0 (the proteins do not interact).